From a dataset of Reaction yield outcomes from USPTO patents with 853,638 reactions. Predict the reaction yield, written as a fraction of the theoretical maximum amount of product (1.0 means a 100% yield; for example, 0.34 means a 34% yield). (1) The reactants are O[CH:2]([C:4]1[CH:5]=[C:6]([C:22]([NH:24][CH2:25][C:26]2[CH:31]=[CH:30][C:29]([S:32]([CH3:35])(=[O:34])=[O:33])=[CH:28][CH:27]=2)=[O:23])[C:7](=[O:21])[N:8]([C:11]2[CH:16]=[CH:15][CH:14]=[C:13]([C:17]([F:20])([F:19])[F:18])[CH:12]=2)[C:9]=1[CH3:10])[CH3:3].S(Cl)(Cl)=O.[O-][C:41]#[N:42].[K+]. The catalyst is ClCCl.O. The product is [C:41]([CH:2]([C:4]1[CH:5]=[C:6]([C:22]([NH:24][CH2:25][C:26]2[CH:27]=[CH:28][C:29]([S:32]([CH3:35])(=[O:33])=[O:34])=[CH:30][CH:31]=2)=[O:23])[C:7](=[O:21])[N:8]([C:11]2[CH:16]=[CH:15][CH:14]=[C:13]([C:17]([F:18])([F:19])[F:20])[CH:12]=2)[C:9]=1[CH3:10])[CH3:3])#[N:42]. The yield is 0.820. (2) The reactants are [Br:1][C:2]1[CH:8]=[C:7]([OH:9])[C:6]([Br:10])=[CH:5][C:3]=1[OH:4].[OH-].[Na+].[CH2:13](Br)[CH2:14][CH2:15][CH2:16][CH2:17][CH2:18][CH2:19][CH2:20][CH2:21][CH2:22][CH2:23][CH3:24]. The catalyst is C(O)C. The product is [Br:1][C:2]1[CH:8]=[C:7]([O:9][CH2:24][CH2:23][CH2:22][CH2:21][CH2:20][CH2:19][CH2:18][CH2:17][CH2:16][CH2:15][CH2:14][CH3:13])[C:6]([Br:10])=[CH:5][C:3]=1[OH:4]. The yield is 0.600. (3) The reactants are [CH2:1]([O:3][C:4]1[CH:11]=[CH:10][CH:9]=[CH:8][C:5]=1[C:6]#[N:7])[CH3:2].Cl[S:13]([OH:16])(=O)=[O:14].S(Cl)(Cl)=O.C(N(CC)CC)C.[CH2:28]([N:30]1[CH2:35][CH2:34][NH:33][CH2:32][CH2:31]1)[CH3:29]. No catalyst specified. The product is [CH2:1]([O:3][C:4]1[CH:11]=[CH:10][C:9]([S:13]([N:33]2[CH2:34][CH2:35][N:30]([CH2:28][CH3:29])[CH2:31][CH2:32]2)(=[O:16])=[O:14])=[CH:8][C:5]=1[C:6]#[N:7])[CH3:2]. The yield is 0.178. (4) The reactants are [Cl:1][C:2]1[N:11]=[C:10](Cl)[C:9]2[C:4](=[CH:5][CH:6]=[CH:7][CH:8]=2)[N:3]=1.C(N(CC)C(C)C)(C)C.[NH2:22][CH2:23][C:24]([C:32]1[CH:37]=[CH:36][CH:35]=[CH:34][CH:33]=1)([C:26]1[CH:31]=[CH:30][CH:29]=[CH:28][CH:27]=1)[OH:25]. The catalyst is C1COCC1.O. The product is [Cl:1][C:2]1[N:11]=[CH:10][C:9]2[C:4](=[CH:5][CH:6]=[CH:7][C:8]=2[NH:22][CH2:23][C:24]([C:32]2[CH:37]=[CH:36][CH:35]=[CH:34][CH:33]=2)([C:26]2[CH:31]=[CH:30][CH:29]=[CH:28][CH:27]=2)[OH:25])[N:3]=1. The yield is 0.710. (5) The reactants are [C:1]([C:5]1[CH:14]=[CH:13][C:12]2[C:7](=[CH:8][CH:9]=[C:10]([C:15](OC)=[O:16])[CH:11]=2)[CH:6]=1)(OC)=[O:2].[H-].[Al+3].[Li+].[H-].[H-].[H-].[Cl-].[NH4+]. The catalyst is O1CCCC1. The product is [OH:2][CH2:1][C:5]1[CH:14]=[CH:13][C:12]2[C:7](=[CH:8][CH:9]=[C:10]([CH2:15][OH:16])[CH:11]=2)[CH:6]=1. The yield is 0.470. (6) The reactants are Cl[C:2]1[N:9]=[CH:8][CH:7]=[CH:6][C:3]=1[C:4]#[N:5].[Al](C)(C)C.C1(C)C=CC=CC=1.[ClH:21].[CH3:22][NH2:23]. No catalyst specified. The product is [CH3:22][NH:23][C:4](=[NH:5])[C:3]1[CH:6]=[CH:7][C:8]([Cl:21])=[N:9][CH:2]=1. The yield is 0.767. (7) The reactants are [F:1][C:2]1[CH:7]=[CH:6][C:5]([C:8]2[CH:13]=[CH:12][N:11]=[CH:10][C:9]=2[NH:14][CH2:15][CH2:16][S:17]([CH3:20])(=[O:19])=[O:18])=[C:4]([O:21][CH3:22])[CH:3]=1.[F:23][C:24]([F:39])([F:38])[C:25]1[CH:26]=[C:27]([CH:31]=[C:32]([C:34]([F:37])([F:36])[F:35])[N:33]=1)[C:28](O)=[O:29]. No catalyst specified. The product is [F:1][C:2]1[CH:7]=[CH:6][C:5]([C:8]2[CH:13]=[CH:12][N:11]=[CH:10][C:9]=2[N:14]([CH2:15][CH2:16][S:17]([CH3:20])(=[O:18])=[O:19])[C:28](=[O:29])[C:27]2[CH:31]=[C:32]([C:34]([F:35])([F:36])[F:37])[N:33]=[C:25]([C:24]([F:39])([F:23])[F:38])[CH:26]=2)=[C:4]([O:21][CH3:22])[CH:3]=1. The yield is 0.100.